Dataset: Catalyst prediction with 721,799 reactions and 888 catalyst types from USPTO. Task: Predict which catalyst facilitates the given reaction. Reactant: [C:1]1([CH3:15])[CH:6]=[CH:5][C:4]([S:7][C:8]2[CH:13]=[CH:12][CH:11]=[CH:10][C:9]=2Br)=[CH:3][CH:2]=1.C([Li])CCC.[C:21]([N:26]1[CH2:31][CH2:30][C:29](=[O:32])[CH2:28][CH2:27]1)([O:23][CH2:24][CH3:25])=[O:22]. Product: [C:21]([N:26]1[CH2:27][CH2:28][C:29]([OH:32])([C:9]2[CH:10]=[CH:11][CH:12]=[CH:13][C:8]=2[S:7][C:4]2[CH:5]=[CH:6][C:1]([CH3:15])=[CH:2][CH:3]=2)[CH2:30][CH2:31]1)([O:23][CH2:24][CH3:25])=[O:22]. The catalyst class is: 7.